From a dataset of Reaction yield outcomes from USPTO patents with 853,638 reactions. Predict the reaction yield, written as a fraction of the theoretical maximum amount of product (1.0 means a 100% yield; for example, 0.34 means a 34% yield). (1) The reactants are Cl[C:2]1[N:3]=[C:4]([N:16]2[CH2:21][CH2:20][O:19][CH2:18][CH2:17]2)[C:5]2[O:11][CH2:10][CH:9]([C:12]([F:15])([F:14])[F:13])[O:8][C:6]=2[N:7]=1.CC1(C)C(C)(C)OB([C:30]2[CH:31]=[N:32][C:33]([NH2:36])=[N:34][CH:35]=2)O1.C(=O)([O-])[O-].[Na+].[Na+]. The catalyst is C(#N)C.Cl[Pd](Cl)([P](C1C=CC=CC=1)(C1C=CC=CC=1)C1C=CC=CC=1)[P](C1C=CC=CC=1)(C1C=CC=CC=1)C1C=CC=CC=1. The product is [O:19]1[CH2:20][CH2:21][N:16]([C:4]2[C:5]3[O:11][CH2:10][CH:9]([C:12]([F:15])([F:14])[F:13])[O:8][C:6]=3[N:7]=[C:2]([C:30]3[CH:31]=[N:32][C:33]([NH2:36])=[N:34][CH:35]=3)[N:3]=2)[CH2:17][CH2:18]1. The yield is 0.490. (2) The reactants are [NH:1]1[CH2:9][CH2:8][CH:4]([C:5]([NH2:7])=[O:6])[CH2:3][CH2:2]1.S([O-])([O-])(=O)=O.[Na+].[Na+].[CH:17]([C:19]1[CH:52]=[CH:51][C:22]([C:23]([CH2:25][NH:26][CH2:27][CH2:28][N:29]2[CH2:34][CH2:33][CH:32]([O:35][C:36](=[O:50])[NH:37][C:38]3[CH:43]=[CH:42][CH:41]=[CH:40][C:39]=3[C:44]3[CH:49]=[CH:48][CH:47]=[CH:46][CH:45]=3)[CH2:31][CH2:30]2)=[O:24])=[CH:21][CH:20]=1)=O.C(O[BH-](OC(=O)C)OC(=O)C)(=O)C.[Na+]. The catalyst is C(O)(C)C.C(O)(=O)C. The product is [C:5]([CH:4]1[CH2:8][CH2:9][N:1]([CH2:17][C:19]2[CH:20]=[CH:21][C:22]([C:23]([CH2:25][NH:26][CH2:27][CH2:28][N:29]3[CH2:34][CH2:33][CH:32]([O:35][C:36](=[O:50])[NH:37][C:38]4[CH:43]=[CH:42][CH:41]=[CH:40][C:39]=4[C:44]4[CH:45]=[CH:46][CH:47]=[CH:48][CH:49]=4)[CH2:31][CH2:30]3)=[O:24])=[CH:51][CH:52]=2)[CH2:2][CH2:3]1)(=[O:6])[NH2:7]. The yield is 0.800. (3) The reactants are [C:1]([OH:9])(=O)[C:2]1[CH:7]=[CH:6][CH:5]=[N:4][CH:3]=1.[NH2:10][CH2:11][CH2:12][S:13][S:14][CH2:15][CH2:16][NH:17][C:18](=[O:24])[O:19][C:20]([CH3:23])([CH3:22])[CH3:21].CCN=C=NCCCN(C)C. The catalyst is CC#N.CCOC(C)=O. The product is [C:1]([NH:10][CH2:11][CH2:12][S:13][S:14][CH2:15][CH2:16][NH:17][C:18](=[O:24])[O:19][C:20]([CH3:22])([CH3:21])[CH3:23])(=[O:9])[C:2]1[CH:7]=[CH:6][CH:5]=[N:4][CH:3]=1. The yield is 0.560. (4) The reactants are [CH3:1][O:2][C:3](=[O:26])[C:4]1[CH:9]=[C:8](I)[CH:7]=[N:6][C:5]=1[O:11][C:12]1[CH:17]=[CH:16][C:15]([O:18][C:19]2[CH:24]=[CH:23][CH:22]=[C:21]([F:25])[CH:20]=2)=[CH:14][CH:13]=1.[C:27]([O:31][C:32]([N:34]1[CH2:41][CH:40]2[CH:36]([CH2:37][NH:38][CH2:39]2)[CH2:35]1)=[O:33])([CH3:30])([CH3:29])[CH3:28].C(=O)([O-])[O-].[Cs+].[Cs+]. The catalyst is O1CCOCC1.[Pd].[Pd].C(=CC(C=CC1C=CC=CC=1)=O)C1C=CC=CC=1.C(=CC(C=CC1C=CC=CC=1)=O)C1C=CC=CC=1.C(=CC(C=CC1C=CC=CC=1)=O)C1C=CC=CC=1.C1(P(C2CCCCC2)C2C=CC=CC=2C2C(OC(C)C)=CC=CC=2OC(C)C)CCCCC1. The product is [C:27]([O:31][C:32]([N:34]1[CH2:35][CH:36]2[CH:40]([CH2:39][N:38]([C:8]3[CH:7]=[N:6][C:5]([O:11][C:12]4[CH:17]=[CH:16][C:15]([O:18][C:19]5[CH:24]=[CH:23][CH:22]=[C:21]([F:25])[CH:20]=5)=[CH:14][CH:13]=4)=[C:4]([C:3]([O:2][CH3:1])=[O:26])[CH:9]=3)[CH2:37]2)[CH2:41]1)=[O:33])([CH3:30])([CH3:28])[CH3:29]. The yield is 0.724. (5) The reactants are Br[C:2]1[C:11]2[C:6](=[CH:7][CH:8]=[C:9]([CH3:12])[CH:10]=2)[CH:5]=[CH:4][C:3]=1[CH3:13].C([Li])CCC.CN(C)[CH:21]=[O:22]. The catalyst is O1CCCC1. The product is [CH3:13][C:3]1[CH:4]=[CH:5][C:6]2[C:11](=[CH:10][C:9]([CH3:12])=[CH:8][CH:7]=2)[C:2]=1[CH:21]=[O:22]. The yield is 0.760. (6) The reactants are [SH:1][C:2]1[CH:3]=[C:4]([NH:8][S:9]([CH3:12])(=[O:11])=[O:10])[CH:5]=[CH:6][CH:7]=1.[Cl:13][C:14]1[CH:15]=[N+:16]([O-:51])[CH:17]=[C:18]([Cl:50])[C:19]=1[CH2:20][C@@H:21]([C:35]1[CH:40]=[CH:39][C:38]([O:41][CH:42]([F:44])[F:43])=[C:37]([O:45][CH2:46][CH:47]2[CH2:49][CH2:48]2)[CH:36]=1)[O:22][C:23](OC1C=CC([N+]([O-])=O)=CC=1)=[O:24]. The catalyst is C(Cl)Cl.CN(C1C=CN=CC=1)C. The product is [Cl:50][C:18]1[CH:17]=[N+:16]([O-:51])[CH:15]=[C:14]([Cl:13])[C:19]=1[CH2:20][C@@H:21]([C:35]1[CH:40]=[CH:39][C:38]([O:41][CH:42]([F:44])[F:43])=[C:37]([O:45][CH2:46][CH:47]2[CH2:49][CH2:48]2)[CH:36]=1)[O:22][C:23]([S:1][C:2]1[CH:7]=[CH:6][CH:5]=[C:4]([NH:8][S:9]([CH3:12])(=[O:10])=[O:11])[CH:3]=1)=[O:24]. The yield is 0.734. (7) The reactants are [CH2:1]([O:8][C:9]([NH:11][CH:12]1[C:21]2[C:16](=[CH:17][CH:18]=[C:19]([C:22]([O:24][CH2:25][CH3:26])=[O:23])[CH:20]=2)[NH:15][CH:14]([CH2:27][CH3:28])[CH:13]1[CH3:29])=[O:10])[C:2]1[CH:7]=[CH:6][CH:5]=[CH:4][CH:3]=1.[C:30](OC(=O)C)(=[O:32])[CH3:31].[OH-].[Na+]. The catalyst is CCOC(C)=O. The product is [C:30]([N:15]1[C:16]2[C:21](=[CH:20][C:19]([C:22]([O:24][CH2:25][CH3:26])=[O:23])=[CH:18][CH:17]=2)[CH:12]([NH:11][C:9]([O:8][CH2:1][C:2]2[CH:7]=[CH:6][CH:5]=[CH:4][CH:3]=2)=[O:10])[CH:13]([CH3:29])[CH:14]1[CH2:27][CH3:28])(=[O:32])[CH3:31]. The yield is 1.00. (8) The reactants are FC(F)(F)C(O)=O.[CH3:8][O:9][N:10]=[CH:11][C:12]1[C:13]([NH2:25])=[N:14][CH:15]=[N:16][C:17]=1[N:18]1[CH2:23][CH2:22][CH:21]([NH2:24])[CH2:20][CH2:19]1.[N+](C1C=CC([O:35][C:36](=O)[NH:37][C:38]2[CH:43]=[CH:42][C:41]([O:44][CH:45]([CH3:47])[CH3:46])=[CH:40][CH:39]=2)=CC=1)([O-])=O.CCN(C(C)C)C(C)C. The catalyst is CC#N. The product is [NH2:25][C:13]1[N:14]=[CH:15][N:16]=[C:17]([N:18]2[CH2:23][CH2:22][CH:21]([NH:24][C:36]([NH:37][C:38]3[CH:43]=[CH:42][C:41]([O:44][CH:45]([CH3:47])[CH3:46])=[CH:40][CH:39]=3)=[O:35])[CH2:20][CH2:19]2)[C:12]=1[CH:11]=[N:10][O:9][CH3:8]. The yield is 0.590.